This data is from Catalyst prediction with 721,799 reactions and 888 catalyst types from USPTO. The task is: Predict which catalyst facilitates the given reaction. (1) The catalyst class is: 14. Product: [C:1]([C:3]1([CH2:12][C:13]([O:15][CH2:16][CH3:17])=[O:14])[CH2:9][CH:8]2[CH:4]1[CH:5]=[C:6]([CH2:10][CH3:11])[CH2:7]2)#[N:2]. Reactant: [C:1]([C:3]1([CH:12](C(OCC)=O)[C:13]([O:15][CH2:16][CH3:17])=[O:14])[CH2:9][CH:8]2[CH:4]1[CH:5]=[C:6]([CH2:10][CH3:11])[CH2:7]2)#[N:2].[OH-].[K+]. (2) Reactant: [NH:1]1[C:9]2[C:4](=[CH:5][CH:6]=[CH:7][CH:8]=2)[CH:3]=[CH:2]1.[CH:10](=O)[CH2:11][CH2:12][CH3:13]. Product: [NH:1]1[C:9]2[C:4](=[CH:5][CH:6]=[CH:7][CH:8]=2)[C:3]([CH:10]([C:3]2[C:4]3[C:9](=[CH:8][CH:7]=[CH:6][CH:5]=3)[NH:1][CH:2]=2)[CH2:11][CH2:12][CH3:13])=[CH:2]1. The catalyst class is: 24.